From a dataset of Peptide-MHC class I binding affinity with 185,985 pairs from IEDB/IMGT. Regression. Given a peptide amino acid sequence and an MHC pseudo amino acid sequence, predict their binding affinity value. This is MHC class I binding data. (1) The peptide sequence is LVDENQSWY. The MHC is HLA-B57:01 with pseudo-sequence HLA-B57:01. The binding affinity (normalized) is 0.0847. (2) The peptide sequence is GALDLSHFL. The MHC is HLA-A30:02 with pseudo-sequence HLA-A30:02. The binding affinity (normalized) is 0.110. (3) The peptide sequence is RCHDHYLCR. The MHC is HLA-A03:01 with pseudo-sequence HLA-A03:01. The binding affinity (normalized) is 0.0746.